From a dataset of Reaction yield outcomes from USPTO patents with 853,638 reactions. Predict the reaction yield, written as a fraction of the theoretical maximum amount of product (1.0 means a 100% yield; for example, 0.34 means a 34% yield). (1) The reactants are [CH:1]([C:4]1[CH:9]=[CH:8][C:7]([CH:10]2[C:14]3[C:15]([CH3:22])=[C:16]([NH2:21])[C:17]([CH3:20])=[C:18]([CH3:19])[C:13]=3[O:12][C:11]2([CH3:24])[CH3:23])=[CH:6][CH:5]=1)([CH3:3])[CH3:2].[C:25](Cl)(=[O:32])[C:26]1[CH:31]=[CH:30][CH:29]=[CH:28][CH:27]=1. The catalyst is C(OCC)(=O)C.CCCCCC. The product is [CH:1]([C:4]1[CH:9]=[CH:8][C:7]([CH:10]2[C:14]3[C:15]([CH3:22])=[C:16]([NH:21][C:25](=[O:32])[C:26]4[CH:31]=[CH:30][CH:29]=[CH:28][CH:27]=4)[C:17]([CH3:20])=[C:18]([CH3:19])[C:13]=3[O:12][C:11]2([CH3:24])[CH3:23])=[CH:6][CH:5]=1)([CH3:3])[CH3:2]. The yield is 0.900. (2) The reactants are [Cl:1][C:2]1[CH:7]=[C:6]([OH:8])[CH:5]=[CH:4][C:3]=1[CH:9]([CH3:27])[C:10]([C:16]1[CH:17]=[CH:18][C:19]2[O:23][C:22](=[O:24])[N:21]([CH3:25])[C:20]=2[CH:26]=1)([OH:15])[C:11]([F:14])([F:13])[F:12].[CH3:28][O:29][C:30](=[O:38])[C:31]1[CH:36]=[CH:35][C:34](Cl)=[N:33][CH:32]=1.C(N(CC)CC)C.N12CCN(CC1)CC2. The catalyst is CN(C=O)C.O. The product is [CH3:28][O:29][C:30](=[O:38])[C:31]1[CH:36]=[CH:35][C:34]([O:8][C:6]2[CH:5]=[CH:4][C:3]([CH:9]([CH3:27])[C:10]([OH:15])([C:16]3[CH:17]=[CH:18][C:19]4[O:23][C:22](=[O:24])[N:21]([CH3:25])[C:20]=4[CH:26]=3)[C:11]([F:12])([F:13])[F:14])=[C:2]([Cl:1])[CH:7]=2)=[N:33][CH:32]=1. The yield is 0.160. (3) The reactants are Br[C:2]1[CH:3]=[C:4]([CH2:12][OH:13])[CH:5]=[C:6]([C:8]([F:11])([F:10])[F:9])[CH:7]=1.[Na+].N1CCC[C@H]1C([O-])=O.[CH3:23][S:24]([O-:26])=[O:25].[Na+].O. The yield is 0.690. The catalyst is CS(C)=O.[Cu](I)I. The product is [CH3:23][S:24]([C:2]1[CH:3]=[C:4]([CH2:12][OH:13])[CH:5]=[C:6]([C:8]([F:11])([F:10])[F:9])[CH:7]=1)(=[O:26])=[O:25]. (4) The reactants are ClC1C=C(C(=O)C)C=CC=1.[Cl:11][C:12]1[CH:13]=[C:14]([C:19]2[O:23][N:22]=[C:21]([C:24]([OH:26])=[O:25])[CH:20]=2)[CH:15]=[CH:16][C:17]=1F. The product is [Cl:11][C:12]1[CH:13]=[C:14]([C:19]2[O:23][N:22]=[C:21]([C:24]([OH:26])=[O:25])[CH:20]=2)[CH:15]=[CH:16][CH:17]=1. The yield is 0.177. No catalyst specified. (5) The reactants are [CH2:1]=O.[N+:3]([C:6]1[CH:15]=[C:14]2[C:9]([CH2:10][CH2:11][NH:12][CH2:13]2)=[CH:8][CH:7]=1)([O-:5])=[O:4].N. The product is [CH3:1][N:12]1[CH2:11][CH2:10][C:9]2[C:14](=[CH:15][C:6]([N+:3]([O-:5])=[O:4])=[CH:7][CH:8]=2)[CH2:13]1. The catalyst is C(O)=O. The yield is 0.840. (6) The product is [CH2:11]([O:10][C:8](=[N:7][O:6][CH2:5][CH2:4][C:3](=[O:2])[NH:15][CH3:14])[CH3:9])[CH3:12]. The yield is 1.00. The catalyst is CO. The reactants are C[O:2][C:3](=O)[CH2:4][CH2:5][O:6][N:7]=[C:8]([O:10][CH2:11][CH3:12])[CH3:9].[CH3:14][NH2:15].